Dataset: Catalyst prediction with 721,799 reactions and 888 catalyst types from USPTO. Task: Predict which catalyst facilitates the given reaction. (1) Reactant: [CH2:1]([O:3][C:4](=[O:34])/[CH:5]=[CH:6]/[CH2:7][CH2:8][C@@H:9]1[N:14]([S:15]([C:18]2[CH:23]=[CH:22][CH:21]=[CH:20][CH:19]=2)(=[O:17])=[O:16])[CH2:13][CH2:12][N:11]([C:24]([O:26][CH2:27][C:28]2[CH:33]=[CH:32][CH:31]=[CH:30][CH:29]=2)=[O:25])[CH2:10]1)[CH3:2].P(OC(C)C)(OC(C)C)OC(C)C.[C:48]1([CH3:54])[CH:53]=CC=C[CH:49]=1. Product: [CH2:1]([O:3][C:4]([CH:5]1[CH2:54][C:48](=[CH2:49])[CH2:53][CH:6]1[CH2:7][CH2:8][C@@H:9]1[N:14]([S:15]([C:18]2[CH:19]=[CH:20][CH:21]=[CH:22][CH:23]=2)(=[O:17])=[O:16])[CH2:13][CH2:12][N:11]([C:24]([O:26][CH2:27][C:28]2[CH:33]=[CH:32][CH:31]=[CH:30][CH:29]=2)=[O:25])[CH2:10]1)=[O:34])[CH3:2]. The catalyst class is: 167. (2) Reactant: [CH:1](O)=[O:2].C(OC(=O)C)(=O)C.[CH2:11]([O:18][NH:19][CH2:20][C@@H:21]([CH2:25][CH2:26][CH2:27][CH2:28][CH:29]=[CH2:30])[C:22]([OH:24])=[O:23])[C:12]1[CH:17]=[CH:16][CH:15]=[CH:14][CH:13]=1. Product: [CH:1]([N:19]([CH2:20][C@@H:21]([CH2:25][CH2:26][CH2:27][CH2:28][CH:29]=[CH2:30])[C:22]([OH:24])=[O:23])[O:18][CH2:11][C:12]1[CH:17]=[CH:16][CH:15]=[CH:14][CH:13]=1)=[O:2]. The catalyst class is: 4. (3) Reactant: [C:1]([O:5][C:6](=[O:25])[NH:7][C:8]1[CH:13]=[CH:12][CH:11]=[C:10]([O:14][C:15]2[N:20]=[C:19]3[S:21][C:22]([NH2:24])=[N:23][C:18]3=[CH:17][CH:16]=2)[CH:9]=1)([CH3:4])([CH3:3])[CH3:2].[CH:26]1([C:29](Cl)=[O:30])[CH2:28][CH2:27]1.O. Product: [C:1]([O:5][C:6](=[O:25])[NH:7][C:8]1[CH:13]=[CH:12][CH:11]=[C:10]([O:14][C:15]2[N:20]=[C:19]3[S:21][C:22]([NH:24][C:29]([CH:26]4[CH2:28][CH2:27]4)=[O:30])=[N:23][C:18]3=[CH:17][CH:16]=2)[CH:9]=1)([CH3:4])([CH3:2])[CH3:3]. The catalyst class is: 17.